From a dataset of Catalyst prediction with 721,799 reactions and 888 catalyst types from USPTO. Predict which catalyst facilitates the given reaction. (1) The catalyst class is: 4. Reactant: [CH2:1]([O:8][C:9]1[CH:27]=[CH:26][C:12]([CH2:13][N:14]2[C:22]3[CH:21]=[CH:20][CH:19]=[C:18]([C:23](O)=[O:24])[C:17]=3[CH:16]=[CH:15]2)=[CH:11][C:10]=1[CH:28]([CH3:30])[CH3:29])[C:2]1[CH:7]=[CH:6][CH:5]=[CH:4][CH:3]=1.C(Cl)(=O)C([Cl:34])=O. Product: [CH2:1]([O:8][C:9]1[CH:27]=[CH:26][C:12]([CH2:13][N:14]2[C:22]3[CH:21]=[CH:20][CH:19]=[C:18]([C:23]([Cl:34])=[O:24])[C:17]=3[CH:16]=[CH:15]2)=[CH:11][C:10]=1[CH:28]([CH3:30])[CH3:29])[C:2]1[CH:7]=[CH:6][CH:5]=[CH:4][CH:3]=1. (2) Reactant: [CH3:1][S:2]([C:5]([C:8]1[CH:9]=[C:10]2[C:15](=[C:16]([C:18]3[CH:19]=[C:20]([C:24]4[CH:29]=[CH:28][C:27]([CH:30]=[CH:31][C:32]([OH:34])=[O:33])=[CH:26][CH:25]=4)[CH:21]=[CH:22][CH:23]=3)[CH:17]=1)[N:14]=[CH:13][CH:12]=[CH:11]2)([CH3:7])[CH3:6])(=[O:4])=[O:3].[N+:35]([C:38]1[CH:43]=[CH:42][C:41](O)=[CH:40][CH:39]=1)([O-:37])=[O:36]. Product: [N+:35]([C:38]1[CH:43]=[CH:42][C:41]([O:33][C:32](=[O:34])[CH:31]=[CH:30][C:27]2[CH:26]=[CH:25][C:24]([C:20]3[CH:21]=[CH:22][CH:23]=[C:18]([C:16]4[CH:17]=[C:8]([C:5]([S:2]([CH3:1])(=[O:4])=[O:3])([CH3:7])[CH3:6])[CH:9]=[C:10]5[C:15]=4[N:14]=[CH:13][CH:12]=[CH:11]5)[CH:19]=3)=[CH:29][CH:28]=2)=[CH:40][CH:39]=1)([O-:37])=[O:36]. The catalyst class is: 28. (3) Reactant: Br[C:2]([CH3:14])([CH3:13])[C:3]([NH:5][C:6]1[CH:11]=[CH:10][CH:9]=[CH:8][C:7]=1[OH:12])=[O:4].C(=O)([O-])[O-].[K+].[K+]. Product: [CH3:13][C:2]1([CH3:14])[C:3](=[O:4])[NH:5][C:6]2[CH:11]=[CH:10][CH:9]=[CH:8][C:7]=2[O:12]1. The catalyst class is: 3.